This data is from Full USPTO retrosynthesis dataset with 1.9M reactions from patents (1976-2016). The task is: Predict the reactants needed to synthesize the given product. (1) Given the product [Cl:1][C:2]1[CH:7]=[CH:6][C:5]([C:15]([O:17][CH3:18])=[O:16])=[C:4]([F:8])[N:3]=1, predict the reactants needed to synthesize it. The reactants are: [Cl:1][C:2]1[CH:7]=[CH:6][CH:5]=[C:4]([F:8])[N:3]=1.C([Li])CCC.Cl[C:15]([O:17][CH3:18])=[O:16]. (2) Given the product [CH2:16]([N:8]1[CH2:7][CH2:6][N:5]([C:9]([O:11][C:12]([CH3:15])([CH3:14])[CH3:13])=[O:10])[CH2:4][C@H:3]1[CH2:2][OH:1])[C:17]1[CH:22]=[CH:21][CH:20]=[CH:19][CH:18]=1, predict the reactants needed to synthesize it. The reactants are: [OH:1][CH2:2][C@H:3]1[NH:8][CH2:7][CH2:6][N:5]([C:9]([O:11][C:12]([CH3:15])([CH3:14])[CH3:13])=[O:10])[CH2:4]1.[CH:16](=O)[C:17]1[CH:22]=[CH:21][CH:20]=[CH:19][CH:18]=1.C(O[BH-](OC(=O)C)OC(=O)C)(=O)C.[Na+].C(=O)(O)[O-].[Na+]. (3) Given the product [N+:15]([C:13]1[CH:12]=[CH:11][CH:10]=[C:9]2[C:14]=1[CH:6]([CH2:2][C:3]([O:5][CH3:18])=[O:4])[CH2:7][N:8]2[CH2:26][C:27]([O:29][CH2:30][CH3:31])=[O:28])([O-:17])=[O:16], predict the reactants needed to synthesize it. The reactants are: C[CH:2]([CH:6]1[C:14]2[C:9](=[CH:10][CH:11]=[CH:12][C:13]=2[N+:15]([O-:17])=[O:16])[NH:8][CH2:7]1)[C:3]([O-:5])=[O:4].[C:18](=O)(O)[O-].[Na+].[I-].[K+].Br[CH2:26][C:27]([O:29][CH2:30][CH3:31])=[O:28]. (4) Given the product [CH:7]1([C:10]2[CH:2]=[N:14][NH:13][C:11]=2[NH2:12])[CH2:9][CH2:8]1, predict the reactants needed to synthesize it. The reactants are: [Na].[CH:2](OCC)=O.[CH:7]1([CH2:10][C:11]#[N:12])[CH2:9][CH2:8]1.[NH2:13][NH2:14]. (5) The reactants are: [Cl:1][C:2]1[CH:8]=[CH:7][C:5]([NH2:6])=[CH:4][CH:3]=1.[CH2:9]([C:11](=O)[C:12]([O-:14])=[O:13])[CH3:10].[Cl:16][C:17]1[CH:24]=[CH:23][CH:22]=[CH:21][C:18]=1C=C.F[C:26](F)(F)[C:27](O)=O. Given the product [CH2:26]([O:14][C:12]([CH:11]1[CH2:9][CH:10]([C:18]2[CH:21]=[CH:22][CH:23]=[CH:24][C:17]=2[Cl:16])[C:7]2[C:5](=[CH:4][CH:3]=[C:2]([Cl:1])[CH:8]=2)[NH:6]1)=[O:13])[CH3:27], predict the reactants needed to synthesize it. (6) Given the product [CH2:21]([C:2]1[C:8]2[CH:9]=[CH:10][CH:11]=[CH:12][C:7]=2[S:6][C:5]2[CH:13]=[CH:14][CH:15]=[CH:16][C:4]=2[N:3]=1)[CH2:17][CH2:18][CH3:19], predict the reactants needed to synthesize it. The reactants are: Cl[C:2]1[C:8]2[CH:9]=[CH:10][CH:11]=[CH:12][C:7]=2[S:6][C:5]2[CH:13]=[CH:14][CH:15]=[CH:16][C:4]=2[N:3]=1.[CH2:17]1[CH2:21]O[CH2:19][CH2:18]1.[Cl-].[Mg+2].[Cl-]. (7) Given the product [CH3:26][O:27][C:28]([N:30]1[C@H:38]2[C@H:33]([C@:34]([O:9][C:8](=[O:10])[CH2:7][CH2:6][N:1]3[CH2:5][CH2:4][CH2:3][CH2:2]3)([C:39]#[C:40][C:41]3[CH:42]=[C:43]([CH3:47])[CH:44]=[CH:45][CH:46]=3)[CH2:35][CH2:36][CH2:37]2)[CH2:32][CH2:31]1)=[O:29], predict the reactants needed to synthesize it. The reactants are: [N:1]1([CH2:6][CH2:7][C:8]([OH:10])=[O:9])[CH2:5][CH2:4][CH2:3][CH2:2]1.C1(N=C=NC2CCCCC2)CCCCC1.[CH3:26][O:27][C:28]([N:30]1[C@@H:38]2[C@@H:33]([C@@:34](O)([C:39]#[C:40][C:41]3[CH:42]=[C:43]([CH3:47])[CH:44]=[CH:45][CH:46]=3)[CH2:35][CH2:36][CH2:37]2)[CH2:32][CH2:31]1)=[O:29]. (8) Given the product [C:4](/[CH:6]=[CH:7]/[C:8]1[C:13]2[CH2:14][C:15]3([O:20][C:12]=2[C:11]([O:21][CH3:22])=[CH:10][CH:9]=1)[CH2:16][CH2:17][CH2:18][CH2:19]3)([OH:5])=[O:3], predict the reactants needed to synthesize it. The reactants are: C([O:3][C:4](/[CH:6]=[CH:7]/[C:8]1[C:13]2[CH2:14][C:15]3([O:20][C:12]=2[C:11]([O:21][CH3:22])=[CH:10][CH:9]=1)[CH2:19][CH2:18][CH2:17][CH2:16]3)=[O:5])C.[OH-].[Na+]. (9) Given the product [CH3:35][O:34][C:28]1[C:27]([C:25]2[CH:26]=[C:22]([NH:21][C:17]3[CH:18]=[N:19][CH:20]=[C:15]([O:14][C@@H:10]4[CH2:11][CH2:12][CH2:13][NH:8][CH2:9]4)[N:16]=3)[NH:23][N:24]=2)=[CH:32][CH:31]=[C:30]([CH3:33])[N:29]=1, predict the reactants needed to synthesize it. The reactants are: C(OC([N:8]1[CH2:13][CH2:12][CH2:11][C@@H:10]([O:14][C:15]2[CH:20]=[N:19][CH:18]=[C:17]([NH:21][C:22]3[N:23](C(OC(C)(C)C)=O)[N:24]=[C:25]([C:27]4[C:28]([O:34][CH3:35])=[N:29][C:30]([CH3:33])=[CH:31][CH:32]=4)[CH:26]=3)[N:16]=2)[CH2:9]1)=O)(C)(C)C.FC(F)(F)C(O)=O.C(=O)(O)[O-].[Na+]. (10) Given the product [C:22]([C:26]1[CH:27]=[CH:28][C:29]([NH:30][C:2]2[C:11]3[C:6](=[CH:7][C:8]([C:12]4[CH:17]=[CH:16][CH:15]=[CH:14][C:13]=4[C:18]([F:21])([F:20])[F:19])=[CH:9][CH:10]=3)[N:5]=[CH:4][CH:3]=2)=[CH:31][CH:32]=1)([CH3:25])([CH3:23])[CH3:24], predict the reactants needed to synthesize it. The reactants are: Cl[C:2]1[C:11]2[C:6](=[CH:7][C:8]([C:12]3[CH:17]=[CH:16][CH:15]=[CH:14][C:13]=3[C:18]([F:21])([F:20])[F:19])=[CH:9][CH:10]=2)[N:5]=[CH:4][CH:3]=1.[C:22]([C:26]1[CH:32]=[CH:31][C:29]([NH2:30])=[CH:28][CH:27]=1)([CH3:25])([CH3:24])[CH3:23].